From a dataset of Forward reaction prediction with 1.9M reactions from USPTO patents (1976-2016). Predict the product of the given reaction. (1) The product is: [Cl:14][C:8]1[CH:7]=[C:6]([CH2:5][S:2][CH3:1])[CH:11]=[C:10]([O:12][CH3:13])[N:9]=1. Given the reactants [CH3:1][S-:2].[Na+].Br[CH2:5][C:6]1[CH:11]=[C:10]([O:12][CH3:13])[N:9]=[C:8]([Cl:14])[CH:7]=1.[Cl-].[Na+], predict the reaction product. (2) Given the reactants [CH2:1]([C:3]1[C:8]([NH2:9])=[C:7]([CH2:10][CH3:11])[CH:6]=[C:5]([CH3:12])[C:4]=1[NH2:13])[CH3:2].[CH2:14]([C:16]1[CH:21]=[C:20]([CH2:22][CH3:23])[C:19]([NH2:24])=[C:18]([CH3:25])[C:17]=1[NH2:26])[CH3:15], predict the reaction product. The product is: [CH3:15][CH2:14][C:16]1[C:17]([NH2:26])=[C:18]([CH3:25])[C:19]([NH2:24])=[C:20]([CH2:22][CH3:23])[CH:21]=1.[CH3:11][CH2:10][C:7]1[CH:6]=[C:5]([CH3:12])[C:4]([NH2:13])=[C:3]([CH2:1][CH3:2])[C:8]=1[NH2:9]. (3) The product is: [CH3:29][O:28][C:25]1[CH:24]=[CH:23][C:22]([CH:21]([NH:20][C:16]2[N:15]=[C:14]([Cl:38])[N:13]=[C:12]3[C:17]=2[N:18]=[CH:19][N:11]3[C@@H:9]2[CH2:10][C@H:6]([N:40]([C:41]([O:43][C:44]([CH3:47])([CH3:46])[CH3:45])=[O:42])[C:48]([O:50][C:51]([CH3:52])([CH3:53])[CH3:54])=[O:49])[CH:7]=[CH:8]2)[C:30]2[CH:31]=[CH:32][C:33]([O:36][CH3:37])=[CH:34][CH:35]=2)=[CH:27][CH:26]=1. Given the reactants C(OC(=O)O[C@H:6]1[CH2:10][C@@H:9]([N:11]2[CH:19]=[N:18][C:17]3[C:12]2=[N:13][C:14]([Cl:38])=[N:15][C:16]=3[NH:20][CH:21]([C:30]2[CH:35]=[CH:34][C:33]([O:36][CH3:37])=[CH:32][CH:31]=2)[C:22]2[CH:27]=[CH:26][C:25]([O:28][CH3:29])=[CH:24][CH:23]=2)[CH:8]=[CH:7]1)C.[NH:40]([C:48]([O:50][C:51]([CH3:54])([CH3:53])[CH3:52])=[O:49])[C:41]([O:43][C:44]([CH3:47])([CH3:46])[CH3:45])=[O:42].C1(P(C2C=CC=CC=2)C2C=CC=CC=2)C=CC=CC=1, predict the reaction product. (4) The product is: [F:1][C:2]1[CH:11]=[CH:10][C:9]([F:12])=[C:8]2[C:3]=1[C:4]([NH:13][CH2:14][CH2:15][C:16]1[CH:21]=[CH:20][C:19]([O:22][C:23]3[CH:28]=[C:27]([C:29]([F:32])([F:30])[F:31])[CH:26]=[CH:25][N:24]=3)=[C:18]([CH2:33][CH3:34])[CH:17]=1)=[N:5][CH:6]=[N:7]2. Given the reactants [F:1][C:2]1[CH:11]=[CH:10][C:9]([F:12])=[C:8]2[C:3]=1[C:4]([NH:13][CH2:14][CH2:15][C:16]1[CH:21]=[CH:20][C:19]([O:22][C:23]3[CH:28]=[C:27]([C:29]([F:32])([F:31])[F:30])[CH:26]=[CH:25][N:24]=3)=[C:18]([CH:33]=[CH2:34])[CH:17]=1)=[N:5][CH:6]=[N:7]2, predict the reaction product. (5) The product is: [CH3:13][C:6]1[C:5]2[C:10](=[CH:11][C:2]([NH:1][C:15]3[CH:20]=[CH:19][CH:18]=[C:17]([N:21]4[CH:25]=[CH:24][CH:23]=[N:22]4)[N:16]=3)=[CH:3][CH:4]=2)[O:9][C:8](=[O:12])[CH:7]=1. Given the reactants [NH2:1][C:2]1[CH:11]=[C:10]2[C:5]([C:6]([CH3:13])=[CH:7][C:8](=[O:12])[O:9]2)=[CH:4][CH:3]=1.F[C:15]1[CH:20]=[CH:19][CH:18]=[C:17]([N:21]2[CH:25]=[CH:24][CH:23]=[N:22]2)[N:16]=1, predict the reaction product. (6) Given the reactants [CH3:1][C:2]1[CH:10]=[CH:9][C:8]2[N:7]([CH2:11][CH:12]([C:14]3[N:15](C(C4C=CC=CC=4)(C4C=CC=CC=4)C4C=CC=CC=4)[CH:16]=[CH:17][N:18]=3)[OH:13])[C:6]3[CH2:38][CH2:39][N:40]4[CH:44]([C:5]=3[C:4]=2[CH:3]=1)[CH2:43][CH2:42][CH2:41]4, predict the reaction product. The product is: [NH:15]1[CH:16]=[CH:17][N:18]=[C:14]1[CH:12]([OH:13])[CH2:11][N:7]1[C:8]2[CH:9]=[CH:10][C:2]([CH3:1])=[CH:3][C:4]=2[C:5]2[CH:44]3[N:40]([CH2:39][CH2:38][C:6]1=2)[CH2:41][CH2:42][CH2:43]3. (7) Given the reactants [Cl:1][C:2]1[C:3]([N:8]2[CH2:13][CH2:12][C:11](=[O:14])[CH2:10][CH2:9]2)=[N:4][CH:5]=[CH:6][CH:7]=1.[Si]([C:19]#[N:20])(C)(C)C.[Al+3].[Cl-].[Cl-].[Cl-].CS(O)(=O)=O, predict the reaction product. The product is: [Cl:1][C:2]1[C:3]([N:8]2[CH2:13][CH2:12][C:11]([OH:14])([C:19]#[N:20])[CH2:10][CH2:9]2)=[N:4][CH:5]=[CH:6][CH:7]=1. (8) Given the reactants [OH2:1].[OH-:2].[Li+].[Cl:4][C:5]1[CH:6]=[C:7]2[C:11](=[CH:12][CH:13]=1)[NH:10][C:9]([C:14]([O:16]C)=[O:15])=[C:8]2[S:18][C:19]1[CH:24]=[C:23]([CH3:25])[CH:22]=[C:21]([CH3:26])[CH:20]=1.Cl, predict the reaction product. The product is: [Cl:4][C:5]1[CH:6]=[C:7]2[C:11](=[CH:12][CH:13]=1)[NH:10][C:9]([C:14]([OH:16])=[O:15])=[C:8]2[S:18]([C:19]1[CH:24]=[C:23]([CH3:25])[CH:22]=[C:21]([CH3:26])[CH:20]=1)(=[O:2])=[O:1]. (9) Given the reactants C(OCC)(=O)C.[ClH:7].[F:8][C:9]1[CH:14]=[CH:13][C:12]([C:15]2[CH:20]=[CH:19][C:18]([C:21]([NH:23][C:24]3[CH:43]=[CH:42][C:27]([CH2:28][CH:29]4[CH2:34][CH2:33][CH2:32][N:31](C(OC(C)(C)C)=O)[CH2:30]4)=[CH:26][CH:25]=3)=[O:22])=[CH:17][CH:16]=2)=[CH:11][CH:10]=1, predict the reaction product. The product is: [ClH:7].[F:8][C:9]1[CH:10]=[CH:11][C:12]([C:15]2[CH:16]=[CH:17][C:18]([C:21]([NH:23][C:24]3[CH:43]=[CH:42][C:27]([CH2:28][CH:29]4[CH2:34][CH2:33][CH2:32][NH:31][CH2:30]4)=[CH:26][CH:25]=3)=[O:22])=[CH:19][CH:20]=2)=[CH:13][CH:14]=1. (10) Given the reactants CON(C)[C:4]([C:6]1[C:7]([C:14]2[CH:19]=[CH:18][CH:17]=[CH:16][CH:15]=2)=[N:8][O:9][C:10]=1[CH:11]1[CH2:13][CH2:12]1)=[O:5].[CH3:21][Mg]Br, predict the reaction product. The product is: [CH:11]1([C:10]2[O:9][N:8]=[C:7]([C:14]3[CH:15]=[CH:16][CH:17]=[CH:18][CH:19]=3)[C:6]=2[C:4](=[O:5])[CH3:21])[CH2:12][CH2:13]1.